From a dataset of Forward reaction prediction with 1.9M reactions from USPTO patents (1976-2016). Predict the product of the given reaction. The product is: [Cl:1][C:2]1[CH:18]=[CH:17][C:5]2[CH2:6][CH2:7][N:8]([C:11](=[O:16])[C:12]([F:13])([F:15])[F:14])[CH2:9][CH2:10][C:4]=2[C:3]=1[NH:42][CH2:41][C:40]1[CH:39]=[CH:38][C:37]([O:36][CH:34]([C:28]([F:27])([F:33])[C:29]([F:30])([F:31])[F:32])[CH3:35])=[CH:44][CH:43]=1.[F:45][C:46]([F:55])([C:49]1[CH:50]=[CH:51][CH:52]=[CH:53][CH:54]=1)[CH2:47][OH:48]. Given the reactants [Cl:1][C:2]1[CH:18]=[CH:17][C:5]2[CH2:6][CH2:7][N:8]([C:11](=[O:16])[C:12]([F:15])([F:14])[F:13])[CH2:9][CH2:10][C:4]=2[C:3]=1OS(C(F)(F)F)(=O)=O.[F:27][C:28]([CH:34]([O:36][C:37]1[CH:44]=[CH:43][C:40]([CH2:41][NH2:42])=[CH:39][CH:38]=1)[CH3:35])([F:33])[C:29]([F:32])([F:31])[F:30].[F:45][C:46]([F:55])([C:49]1[CH:54]=[CH:53][CH:52]=[CH:51][CH:50]=1)[CH2:47][OH:48], predict the reaction product.